This data is from Reaction yield outcomes from USPTO patents with 853,638 reactions. The task is: Predict the reaction yield, written as a fraction of the theoretical maximum amount of product (1.0 means a 100% yield; for example, 0.34 means a 34% yield). (1) The reactants are [NH2:1][C:2]1[CH:7]=[CH:6][C:5]([C:8]2([CH3:22])[CH2:12][C:11](=O)[N:10]([CH2:14][C:15]3[CH:20]=[CH:19][CH:18]=[CH:17][CH:16]=3)[C:9]2=O)=[CH:4][CH:3]=1.[H-].[Al+3].[Li+].[H-].[H-].[H-]. The catalyst is C1COCC1. The product is [CH2:14]([N:10]1[CH2:11][CH2:12][C:8]([C:5]2[CH:6]=[CH:7][C:2]([NH2:1])=[CH:3][CH:4]=2)([CH3:22])[CH2:9]1)[C:15]1[CH:16]=[CH:17][CH:18]=[CH:19][CH:20]=1. The yield is 0.840. (2) The reactants are [CH3:1][O:2][C:3]1[CH:8]=[CH:7][C:6]([C:9]2[CH:17]=[CH:16][CH:15]=[C:14]3[C:10]=2[CH2:11][C:12](=[O:18])[NH:13]3)=[CH:5][CH:4]=1.[N:19]1([CH2:24][CH2:25][NH:26][C:27]([C:29]2[C:33]([CH3:34])=[C:32]([CH:35]=O)[NH:31][C:30]=2[CH3:37])=[O:28])[CH2:23][CH2:22][CH2:21][CH2:20]1. The catalyst is C(O)C.N1CCCCC1. The product is [N:19]1([CH2:24][CH2:25][NH:26][C:27]([C:29]2[C:33]([CH3:34])=[C:32]([CH:35]=[C:11]3[C:10]4[C:14](=[CH:15][CH:16]=[CH:17][C:9]=4[C:6]4[CH:7]=[CH:8][C:3]([O:2][CH3:1])=[CH:4][CH:5]=4)[NH:13][C:12]3=[O:18])[NH:31][C:30]=2[CH3:37])=[O:28])[CH2:23][CH2:22][CH2:21][CH2:20]1. The yield is 0.710.